Dataset: Forward reaction prediction with 1.9M reactions from USPTO patents (1976-2016). Task: Predict the product of the given reaction. (1) Given the reactants [CH3:1][N:2]1[CH:6]=[CH:5][N:4]=[C:3]1[S:7]CCCCC(O)=O.Br[CH2:16][CH2:17][C:18]([OH:20])=[O:19], predict the reaction product. The product is: [CH3:1][N:2]1[CH:6]=[CH:5][N:4]=[C:3]1[S:7][CH2:16][CH2:17][C:18]([OH:20])=[O:19]. (2) Given the reactants [C:1]([O:9][C@H:10](CO)[C@@:11]1([CH2:32][O:33][C:34](=[O:41])[C:35]2[CH:40]=[CH:39][CH:38]=[CH:37][CH:36]=2)[O:19][CH:14](OC(=O)C)[C@H:13]([O:20][C:21](=[O:23])[CH3:22])[C@H:12]1[O:24][CH2:25][C:26]1[CH:31]=[CH:30][CH:29]=[CH:28][CH:27]=1)(=[O:8])[C:2]1[CH:7]=[CH:6][CH:5]=[CH:4][CH:3]=1.[NH:44]1[CH:52]=[C:50]([CH3:51])[C:48](=[O:49])[NH:47][C:45]1=[O:46].C/C(/O[Si](C)(C)C)=N\[Si](C)(C)C.O([Si](C)(C)C)S(C(F)(F)F)(=O)=O.C(=O)([O-])O.[Na+], predict the reaction product. The product is: [C:21]([O:20][C@@H:13]1[C@@H:12]([O:24][CH2:25][C:26]2[CH:27]=[CH:28][CH:29]=[CH:30][CH:31]=2)[C:11]([CH2:32][O:33][C:34](=[O:41])[C:35]2[CH:36]=[CH:37][CH:38]=[CH:39][CH:40]=2)([CH2:10][O:9][C:1](=[O:8])[C:2]2[CH:7]=[CH:6][CH:5]=[CH:4][CH:3]=2)[O:19][C@H:14]1[N:44]1[CH:52]=[C:50]([CH3:51])[C:48](=[O:49])[NH:47][C:45]1=[O:46])(=[O:23])[CH3:22].